Dataset: NCI-60 drug combinations with 297,098 pairs across 59 cell lines. Task: Regression. Given two drug SMILES strings and cell line genomic features, predict the synergy score measuring deviation from expected non-interaction effect. (1) Drug 1: C1CCN(CC1)CCOC2=CC=C(C=C2)C(=O)C3=C(SC4=C3C=CC(=C4)O)C5=CC=C(C=C5)O. Drug 2: CN1C2=C(C=C(C=C2)N(CCCl)CCCl)N=C1CCCC(=O)O.Cl. Cell line: IGROV1. Synergy scores: CSS=2.31, Synergy_ZIP=0.524, Synergy_Bliss=1.04, Synergy_Loewe=-0.140, Synergy_HSA=-0.750. (2) Drug 1: C1=C(C(=O)NC(=O)N1)F. Drug 2: C(CC(=O)O)C(=O)CN.Cl. Cell line: SR. Synergy scores: CSS=38.4, Synergy_ZIP=-7.11, Synergy_Bliss=-14.1, Synergy_Loewe=-24.9, Synergy_HSA=-13.1. (3) Drug 1: CC1CCC2CC(C(=CC=CC=CC(CC(C(=O)C(C(C(=CC(C(=O)CC(OC(=O)C3CCCCN3C(=O)C(=O)C1(O2)O)C(C)CC4CCC(C(C4)OC)OCCO)C)C)O)OC)C)C)C)OC. Drug 2: CS(=O)(=O)OCCCCOS(=O)(=O)C. Cell line: NCI/ADR-RES. Synergy scores: CSS=1.19, Synergy_ZIP=-1.02, Synergy_Bliss=0.738, Synergy_Loewe=-2.44, Synergy_HSA=-2.63. (4) Drug 1: CC1=C(C(CCC1)(C)C)C=CC(=CC=CC(=CC(=O)O)C)C. Drug 2: C1=CC=C(C=C1)NC(=O)CCCCCCC(=O)NO. Cell line: LOX IMVI. Synergy scores: CSS=-2.87, Synergy_ZIP=-0.494, Synergy_Bliss=-1.67, Synergy_Loewe=-13.5, Synergy_HSA=-6.54. (5) Cell line: M14. Drug 2: CC(C)NC(=O)C1=CC=C(C=C1)CNNC.Cl. Synergy scores: CSS=35.2, Synergy_ZIP=-0.00862, Synergy_Bliss=-0.687, Synergy_Loewe=-37.4, Synergy_HSA=-1.39. Drug 1: CCC1=C2CN3C(=CC4=C(C3=O)COC(=O)C4(CC)O)C2=NC5=C1C=C(C=C5)O. (6) Drug 1: C1=CC(=CC=C1CCCC(=O)O)N(CCCl)CCCl. Drug 2: CC1=C2C(C(=O)C3(C(CC4C(C3C(C(C2(C)C)(CC1OC(=O)C(C(C5=CC=CC=C5)NC(=O)OC(C)(C)C)O)O)OC(=O)C6=CC=CC=C6)(CO4)OC(=O)C)O)C)O. Cell line: TK-10. Synergy scores: CSS=19.1, Synergy_ZIP=-7.95, Synergy_Bliss=-0.467, Synergy_Loewe=-1.22, Synergy_HSA=0.275. (7) Drug 1: CNC(=O)C1=NC=CC(=C1)OC2=CC=C(C=C2)NC(=O)NC3=CC(=C(C=C3)Cl)C(F)(F)F. Drug 2: COC1=C2C(=CC3=C1OC=C3)C=CC(=O)O2. Cell line: SN12C. Synergy scores: CSS=-15.3, Synergy_ZIP=13.2, Synergy_Bliss=-2.17, Synergy_Loewe=-13.8, Synergy_HSA=-14.8. (8) Drug 1: CC1=C(C=C(C=C1)NC(=O)C2=CC=C(C=C2)CN3CCN(CC3)C)NC4=NC=CC(=N4)C5=CN=CC=C5. Drug 2: CCCCCOC(=O)NC1=NC(=O)N(C=C1F)C2C(C(C(O2)C)O)O. Cell line: HL-60(TB). Synergy scores: CSS=-22.6, Synergy_ZIP=10.9, Synergy_Bliss=-2.86, Synergy_Loewe=-24.0, Synergy_HSA=-24.4. (9) Synergy scores: CSS=20.8, Synergy_ZIP=-1.07, Synergy_Bliss=-4.56, Synergy_Loewe=-24.6, Synergy_HSA=-6.23. Drug 2: CC(C)NC(=O)C1=CC=C(C=C1)CNNC.Cl. Drug 1: C1CCC(CC1)NC(=O)N(CCCl)N=O. Cell line: MOLT-4. (10) Drug 1: CC12CCC3C(C1CCC2O)C(CC4=C3C=CC(=C4)O)CCCCCCCCCS(=O)CCCC(C(F)(F)F)(F)F. Drug 2: C(CCl)NC(=O)N(CCCl)N=O. Cell line: CCRF-CEM. Synergy scores: CSS=-11.4, Synergy_ZIP=12.6, Synergy_Bliss=10.2, Synergy_Loewe=-14.1, Synergy_HSA=-13.4.